This data is from NCI-60 drug combinations with 297,098 pairs across 59 cell lines. The task is: Regression. Given two drug SMILES strings and cell line genomic features, predict the synergy score measuring deviation from expected non-interaction effect. (1) Drug 2: CC(C)CN1C=NC2=C1C3=CC=CC=C3N=C2N. Cell line: HCC-2998. Drug 1: C1CCC(CC1)NC(=O)N(CCCl)N=O. Synergy scores: CSS=5.90, Synergy_ZIP=2.42, Synergy_Bliss=5.24, Synergy_Loewe=1.16, Synergy_HSA=1.63. (2) Drug 1: CCCS(=O)(=O)NC1=C(C(=C(C=C1)F)C(=O)C2=CNC3=C2C=C(C=N3)C4=CC=C(C=C4)Cl)F. Drug 2: CCC1(C2=C(COC1=O)C(=O)N3CC4=CC5=C(C=CC(=C5CN(C)C)O)N=C4C3=C2)O.Cl. Cell line: MOLT-4. Synergy scores: CSS=73.1, Synergy_ZIP=4.05, Synergy_Bliss=7.33, Synergy_Loewe=-54.0, Synergy_HSA=5.89. (3) Drug 1: CC(C)(C#N)C1=CC(=CC(=C1)CN2C=NC=N2)C(C)(C)C#N. Drug 2: C1=CC=C(C=C1)NC(=O)CCCCCCC(=O)NO. Cell line: HCT116. Synergy scores: CSS=10.7, Synergy_ZIP=-1.55, Synergy_Bliss=0.945, Synergy_Loewe=-7.10, Synergy_HSA=-1.82. (4) Drug 1: C1=NNC2=C1C(=O)NC=N2. Drug 2: C1CCC(C(C1)N)N.C(=O)(C(=O)[O-])[O-].[Pt+4]. Cell line: U251. Synergy scores: CSS=20.5, Synergy_ZIP=-7.84, Synergy_Bliss=-3.04, Synergy_Loewe=-12.5, Synergy_HSA=-3.04.